This data is from Full USPTO retrosynthesis dataset with 1.9M reactions from patents (1976-2016). The task is: Predict the reactants needed to synthesize the given product. (1) The reactants are: [CH3:1][O:2][C:3]1[CH:9]=[CH:8][C:6]([NH2:7])=[C:5]([N+:10]([O-:12])=[O:11])[CH:4]=1.Br[CH2:14][C:15]([O:17][CH2:18][CH3:19])=[O:16].C(=O)([O-])[O-].[K+].[K+]. Given the product [CH3:1][O:2][C:3]1[CH:9]=[CH:8][C:6]([NH:7][CH2:14][C:15]([O:17][CH2:18][CH3:19])=[O:16])=[C:5]([N+:10]([O-:12])=[O:11])[CH:4]=1, predict the reactants needed to synthesize it. (2) Given the product [CH:12]12[CH2:5][CH:4]([CH:3]=[CH:2]1)[CH2:10][CH2:11]2.[CH3:14][C:3]1[C:2]([F:1])=[C:12]([F:13])[CH:11]=[CH:10][C:4]=1[CH:5]=[CH:6][C:7]([O-:9])=[O:8], predict the reactants needed to synthesize it. The reactants are: [F:1][C:2]1[CH:3]=[C:4]([CH:10]=[CH:11][C:12]=1[F:13])[CH:5]=[CH:6][C:7]([OH:9])=[O:8].[CH:14]12CC(C=C1)CC2CO.C1(C)C(C)=CC=CC=1.